This data is from Catalyst prediction with 721,799 reactions and 888 catalyst types from USPTO. The task is: Predict which catalyst facilitates the given reaction. (1) Reactant: [F:1][C:2]1[CH:10]=[CH:9][CH:8]=[C:7]([NH:11][C:12]2[N:17]=[C:16]([NH:18][C:19]3[CH:27]=[C:26]4[C:22]([CH2:23][CH2:24][NH:25]4)=[CH:21][C:20]=3[O:28][CH3:29])[NH:15][C:14]3=[N:30][CH:31]=[CH:32][C:13]=23)[C:3]=1[C:4]([NH2:6])=[O:5].Br[CH2:34][C:35](Cl)=[O:36].[CH3:38][NH2:39]. Product: [F:1][C:2]1[CH:10]=[CH:9][CH:8]=[C:7]([NH:11][C:12]2[N:17]=[C:16]([NH:18][C:19]3[CH:27]=[C:26]4[C:22]([CH2:23][CH2:24][N:25]4[C:35](=[O:36])[CH2:34][NH:39][CH3:38])=[CH:21][C:20]=3[O:28][CH3:29])[NH:15][C:14]3=[N:30][CH:31]=[CH:32][C:13]=23)[C:3]=1[C:4]([NH2:6])=[O:5]. The catalyst class is: 1. (2) Reactant: [CH3:1][C:2]([O:5][C:6]([NH:8][CH2:9][C:10](ON1C(=O)CCC1=O)=O)=[O:7])([CH3:4])[CH3:3].Cl.N1C=CC=CC=1.[CH3:27][CH:28]([CH3:42])[CH2:29][NH:30][C:31]1[C:40]2[C:35](=[CH:36][CH:37]=[CH:38][CH:39]=2)[N:34]=[CH:33][C:32]=1[NH2:41]. Product: [C:2]([O:5][C:6](=[O:7])[NH:8][CH2:9][C:10]1[N:30]([CH2:29][CH:28]([CH3:42])[CH3:27])[C:31]2[C:40]3[CH:39]=[CH:38][CH:37]=[CH:36][C:35]=3[N:34]=[CH:33][C:32]=2[N:41]=1)([CH3:1])([CH3:3])[CH3:4]. The catalyst class is: 17.